From a dataset of Reaction yield outcomes from USPTO patents with 853,638 reactions. Predict the reaction yield, written as a fraction of the theoretical maximum amount of product (1.0 means a 100% yield; for example, 0.34 means a 34% yield). (1) The reactants are C([O:3][C:4](=[O:41])[CH2:5][CH2:6][NH:7][C:8]1[CH:13]=[CH:12][C:11]([Cl:14])=[CH:10][C:9]=1[C:15](=[O:40])[N:16]([CH2:29][C:30]1[CH:35]=[CH:34][C:33]([C:36]([CH3:39])([CH3:38])[CH3:37])=[CH:32][CH:31]=1)[CH2:17][CH2:18][C:19]1[CH:24]=[CH:23][CH:22]=[C:21]([C:25]([F:28])([F:27])[F:26])[CH:20]=1)C.[OH-].[Na+]. The catalyst is CCO. The product is [C:36]([C:33]1[CH:34]=[CH:35][C:30]([CH2:29][N:16]([CH2:17][CH2:18][C:19]2[CH:24]=[CH:23][CH:22]=[C:21]([C:25]([F:27])([F:28])[F:26])[CH:20]=2)[C:15]([C:9]2[CH:10]=[C:11]([Cl:14])[CH:12]=[CH:13][C:8]=2[NH:7][CH2:6][CH2:5][C:4]([OH:41])=[O:3])=[O:40])=[CH:31][CH:32]=1)([CH3:39])([CH3:37])[CH3:38]. The yield is 0.930. (2) The reactants are [Cl:1][C:2]1[CH:7]=[CH:6][C:5]([N+:8]([O-:10])=[O:9])=[CH:4][C:3]=1[OH:11].C([O-])([O-])=O.[K+].[K+].[C:18]([O:22][C:23]([N:25]1[CH2:28][CH:27]([CH2:29]OS(C)(=O)=O)[CH2:26]1)=[O:24])([CH3:21])([CH3:20])[CH3:19]. The catalyst is CN(C=O)C.CCOC(C)=O. The product is [C:18]([O:22][C:23]([N:25]1[CH2:28][CH:27]([CH2:29][O:11][C:3]2[CH:4]=[C:5]([N+:8]([O-:10])=[O:9])[CH:6]=[CH:7][C:2]=2[Cl:1])[CH2:26]1)=[O:24])([CH3:21])([CH3:19])[CH3:20]. The yield is 0.930. (3) The reactants are [Cl:1][C:2]1[N:3]=[N:4][CH:5]=[C:6](Cl)[C:7]=1[Cl:8].CCN(C(C)C)C(C)C.[NH:19]1[CH2:23][CH2:22][C@@H:21]([NH:24][C:25](=[O:31])[O:26][C:27]([CH3:30])([CH3:29])[CH3:28])[CH2:20]1. The catalyst is CC(O)C. The product is [Cl:8][C:7]1[C:6]([N:19]2[CH2:23][CH2:22][C@@H:21]([NH:24][C:25](=[O:31])[O:26][C:27]([CH3:29])([CH3:28])[CH3:30])[CH2:20]2)=[CH:5][N:4]=[N:3][C:2]=1[Cl:1]. The yield is 0.550. (4) The reactants are Br[C:2]1[N:3]([CH3:19])[N:4]=[C:5]2[C:10]=1[CH2:9][CH2:8][CH2:7][N:6]2[C:11]1[CH:16]=[CH:15][C:14]([Cl:17])=[CH:13][C:12]=1[Cl:18].[CH2:20]([Li])CCC.IC. The catalyst is C1COCC1.CCCCCC. The product is [Cl:18][C:12]1[CH:13]=[C:14]([Cl:17])[CH:15]=[CH:16][C:11]=1[N:6]1[CH2:7][CH2:8][CH2:9][C:10]2=[C:2]([CH3:20])[N:3]([CH3:19])[N:4]=[C:5]12. The yield is 0.230. (5) The reactants are [Br:1][C:2]1[CH:3]=[C:4]([CH:8]([N:12]2[CH:16]=[C:15]([C:17]3[C:18]4[CH:25]=[CH:24][N:23]([CH2:26][O:27][CH2:28][CH2:29][Si:30]([CH3:33])([CH3:32])[CH3:31])[C:19]=4[N:20]=[CH:21][N:22]=3)[CH:14]=[N:13]2)[CH2:9][CH:10]=O)[CH:5]=[CH:6][CH:7]=1.CN(C)C(=O)C.C1(P(C2C=CC=CC=2)C2C=CC=CC=2)C=CC=CC=1.Br[C:60](Br)([F:62])[F:61]. The catalyst is C1COCC1.[Zn]. The product is [Br:1][C:2]1[CH:3]=[C:4]([CH:8]([N:12]2[CH:16]=[C:15]([C:17]3[C:18]4[CH:25]=[CH:24][N:23]([CH2:26][O:27][CH2:28][CH2:29][Si:30]([CH3:32])([CH3:31])[CH3:33])[C:19]=4[N:20]=[CH:21][N:22]=3)[CH:14]=[N:13]2)[CH2:9][CH:10]=[C:60]([F:62])[F:61])[CH:5]=[CH:6][CH:7]=1. The yield is 0.400. (6) The reactants are [CH3:1][O:2][C:3](=[O:16])[C:4]1[CH:9]=[C:8](I)[C:7]([C:11]([F:14])([F:13])[F:12])=[CH:6][C:5]=1[NH2:15].[CH3:17][N:18]1[CH:22]=[CH:21][CH:20]=[C:19]1[Sn](CCCC)(CCCC)CCCC. The catalyst is O1CCOCC1. The product is [CH3:1][O:2][C:3](=[O:16])[C:4]1[CH:9]=[C:8]([C:19]2[N:18]([CH3:17])[CH:22]=[CH:21][CH:20]=2)[C:7]([C:11]([F:14])([F:13])[F:12])=[CH:6][C:5]=1[NH2:15]. The yield is 0.145.